Dataset: Catalyst prediction with 721,799 reactions and 888 catalyst types from USPTO. Task: Predict which catalyst facilitates the given reaction. (1) Reactant: [CH2:1]([O:8][C:9]1[CH:14]=[CH:13][C:12]([C:15]2[NH:34][C:18]3=[N:19][C:20]([CH:23](C(OCC)=O)[C:24]([O:26]CC)=[O:25])=[CH:21][CH:22]=[C:17]3[N:16]=2)=[CH:11][CH:10]=1)[C:2]1[CH:7]=[CH:6][CH:5]=[CH:4][CH:3]=1.[OH-].[Na+]. Product: [CH2:1]([O:8][C:9]1[CH:14]=[CH:13][C:12]([C:15]2[NH:34][C:18]3=[N:19][C:20]([CH2:23][C:24]([OH:26])=[O:25])=[CH:21][CH:22]=[C:17]3[N:16]=2)=[CH:11][CH:10]=1)[C:2]1[CH:3]=[CH:4][CH:5]=[CH:6][CH:7]=1. The catalyst class is: 14. (2) Reactant: Cl[C:2]1[C:11]([CH3:12])=[C:10]([Cl:13])[C:9]2[C:4](=[C:5]([Cl:14])[CH:6]=[CH:7][CH:8]=2)[N:3]=1.[CH3:15][C:16]1[CH:21]=[CH:20][N:19]=[C:18]([Sn](CCCC)(CCCC)CCCC)[CH:17]=1. Product: [Cl:13][C:10]1[C:9]2[C:4](=[C:5]([Cl:14])[CH:6]=[CH:7][CH:8]=2)[N:3]=[C:2]([C:18]2[CH:17]=[C:16]([CH3:15])[CH:21]=[CH:20][N:19]=2)[C:11]=1[CH3:12]. The catalyst class is: 11. (3) Reactant: Cl[C:2]1[N:7]=[C:6]([NH:8][CH:9]2[CH2:13][CH2:12][C:11]([F:15])([F:14])[CH2:10]2)[N:5]=[C:4]([NH:16][C:17]2[CH:22]=[CH:21][N:20]=[C:19]([C:23]3([C:26]#[N:27])[CH2:25][CH2:24]3)[CH:18]=2)[N:3]=1.[F:28][C:29]([F:36])([F:35])[C:30]1[CH:34]=[CH:33][NH:32][N:31]=1.C([O-])([O-])=O.[K+].[K+]. Product: [F:14][C:11]1([F:15])[CH2:12][CH2:13][CH:9]([NH:8][C:6]2[N:7]=[C:2]([N:32]3[CH:33]=[CH:34][C:30]([C:29]([F:36])([F:35])[F:28])=[N:31]3)[N:3]=[C:4]([NH:16][C:17]3[CH:22]=[CH:21][N:20]=[C:19]([C:23]4([C:26]#[N:27])[CH2:24][CH2:25]4)[CH:18]=3)[N:5]=2)[CH2:10]1. The catalyst class is: 3. (4) Reactant: [CH2:1]([O:3][C:4](=[O:17])[CH:5]([O:15][CH3:16])[CH2:6][C:7]1[CH:12]=[CH:11][C:10]([OH:13])=[C:9]([Cl:14])[CH:8]=1)[CH3:2].C([O-])([O-])=O.[K+].[K+].O.Br[CH2:26][CH2:27][CH2:28][O:29][C:30]1[CH:35]=[CH:34][C:33]([C:36]2[CH:41]=[CH:40][CH:39]=[CH:38][CH:37]=2)=[CH:32][CH:31]=1. Product: [CH2:1]([O:3][C:4](=[O:17])[CH:5]([O:15][CH3:16])[CH2:6][C:7]1[CH:12]=[CH:11][C:10]([O:13][CH2:26][CH2:27][CH2:28][O:29][C:30]2[CH:35]=[CH:34][C:33]([C:36]3[CH:41]=[CH:40][CH:39]=[CH:38][CH:37]=3)=[CH:32][CH:31]=2)=[C:9]([Cl:14])[CH:8]=1)[CH3:2]. The catalyst class is: 23. (5) Reactant: [CH3:1][C:2]1[N:7]=[C:6]([C:8]2[NH:12][C:11]([CH2:13][C:14]3[CH:15]=[C:16]([CH:19]=[CH:20][CH:21]=3)[C:17]#[N:18])=[N:10][C:9]=2[C:22]2[CH:23]=[C:24]3[C:29](=[CH:30][CH:31]=2)[N:28]=[CH:27][CH:26]=[CH:25]3)[CH:5]=[CH:4][CH:3]=1.[OH-:32].[Na+].OO.Cl. Product: [CH3:1][C:2]1[N:7]=[C:6]([C:8]2[NH:12][C:11]([CH2:13][C:14]3[CH:15]=[C:16]([CH:19]=[CH:20][CH:21]=3)[C:17]([NH2:18])=[O:32])=[N:10][C:9]=2[C:22]2[CH:23]=[C:24]3[C:29](=[CH:30][CH:31]=2)[N:28]=[CH:27][CH:26]=[CH:25]3)[CH:5]=[CH:4][CH:3]=1. The catalyst class is: 40. (6) Reactant: [C:1]([C:5]1[CH:10]=[CH:9][C:8]([S:11]([NH:14][C:15]2[CH:16]=[C:17]3[C:21](=[CH:22][CH:23]=2)[NH:20][C:19]([C:24](O)=[O:25])=[C:18]3[C:27]2[CH:32]=[CH:31][CH:30]=[CH:29][CH:28]=2)(=[O:13])=[O:12])=[CH:7][CH:6]=1)([CH3:4])([CH3:3])[CH3:2].[C:33]([NH:36][CH2:37][CH2:38][NH2:39])(=[O:35])[CH3:34]. Product: [C:33]([NH:36][CH2:37][CH2:38][NH:39][C:24]([C:19]1[NH:20][C:21]2[C:17]([C:18]=1[C:27]1[CH:28]=[CH:29][CH:30]=[CH:31][CH:32]=1)=[CH:16][C:15]([NH:14][S:11]([C:8]1[CH:7]=[CH:6][C:5]([C:1]([CH3:3])([CH3:2])[CH3:4])=[CH:10][CH:9]=1)(=[O:12])=[O:13])=[CH:23][CH:22]=2)=[O:25])(=[O:35])[CH3:34]. The catalyst class is: 98. (7) Reactant: [N:1]([O-:3])=O.[Na+].[CH2:5]([O:7][C:8](=[O:13])[CH2:9][C:10]([CH3:12])=[O:11])[CH3:6]. Product: [CH2:5]([O:7][C:8](=[O:13])[C:9](=[N:1][OH:3])[C:10](=[O:11])[CH3:12])[CH3:6]. The catalyst class is: 211. (8) Reactant: [CH2:1]([O:3][C:4](=[O:26])[CH2:5][C:6]1[CH:11]=[CH:10][C:9]([O:12][CH3:13])=[C:8]([O:14][C:15]2[CH:20]=[CH:19][C:18]([N+:21]([O-:23])=[O:22])=[CH:17][C:16]=2[CH2:24]Br)[CH:7]=1)[CH3:2].[CH3:27][CH:28]([SH:30])[CH3:29].[H-].[Na+]. Product: [CH2:1]([O:3][C:4](=[O:26])[CH2:5][C:6]1[CH:11]=[CH:10][C:9]([O:12][CH3:13])=[C:8]([O:14][C:15]2[CH:20]=[CH:19][C:18]([N+:21]([O-:23])=[O:22])=[CH:17][C:16]=2[CH2:24][S:30][CH:28]([CH3:29])[CH3:27])[CH:7]=1)[CH3:2]. The catalyst class is: 12.